This data is from Experimentally validated miRNA-target interactions with 360,000+ pairs, plus equal number of negative samples. The task is: Binary Classification. Given a miRNA mature sequence and a target amino acid sequence, predict their likelihood of interaction. (1) The miRNA is hsa-miR-3121-5p with sequence UCCUUUGCCUAUUCUAUUUAAG. The protein sequence of the target gene is MAGIIKKQILKHLSRFTKNLSPDKINLSTLKGEGELKNLELDEEVLQNMLDLPTWLAINKVFCNKASIRIPWTKLKTHPICLSLDKVIMEMSTCEEPRSPNGPSPIATASGQSEYGFAEKVVEGISVSVNSIVIRIGAKAFNASFELSQLRIYSVNAHWEHGDLRFTRIQDPQRGEVLTFKEINWQMIRIEADATQSSHLEIMCAPVRLITNQSKIRVTLKRRLKDCNVIATKLVLILDDLLWVLTDSQLKAMVQYAKSLSEAIEKSTEQRKSMAPEPTQSSTVVASAQQVKTTQTSNAP.... Result: 1 (interaction). (2) The miRNA is hsa-miR-4273 with sequence GUGUUCUCUGAUGGACAG. The protein sequence of the target gene is MGLLDLCEEVFGTADLYRVLGVRREASDGEVRRGYHKVSLQVHPDRVGEGDKEDATRRFQILGKVYSVLSDREQRAVYDEQGTVDEDSPVLTQDRDWEAYWRLLFKKISLEDIQAFEKTYKGSEEELADIKQAYLDFKGDMDQIMESVLCVQYTEEPRIRNIIQQAIDAGEVPSYNAFVKESKQKMNARKRRAQEEAKEAEMSRKELGLDEGVDSLKAAIQSRQKDRQKEMDNFLAQMEAKYCKSSKGGGKKSALKKEKK. Result: 1 (interaction). (3) The miRNA is hsa-miR-6083 with sequence CUUAUAUCAGAGGCUGUGGG. The protein sequence of the target gene is MTTCRRERPILTLLWILMATAGCLADLNEVPQVTVQPMSTVQKLGGTVILGCVVEPPWMNVTWRFNGKELNGSDDALGVFITRGTLVIAALNNHTVGRYQCVARMPAGAVASVPATVTLANLQDFKLDVQHVIEVDEGNTAVIACHLPESHPKAQVRYSVKQEWLEASRDNYLIMPSGNLQIVNASQEDEGMYKCAAYNPVTQEVKTSGSGDRLRVRRSTAEAARIIYPLEAQTVIVTKGQSLILECVASGIPPPRVTWAKDGSSIAAYNKTRFLLSNLLIDTTSEEDSGTYRCMASNGV.... Result: 0 (no interaction). (4) The miRNA is mmu-miR-381-3p with sequence UAUACAAGGGCAAGCUCUCUGU. The protein sequence of the target gene is MATPMHRLIARRKAEANKQHVRCQKCLEFGHWTYECKGKRKYLHRPSRTAELKKALKEKENRLLLQSIGETNIEKKIKKKKRSKSVTSSSTSSSDSSASESSSESETSASSSSEDSDSDESLSSSSSSSSSSACSSSSSSSSSSSSSDSDSSSSSSSSSSSSESSSDDEPQKKKKKKK. Result: 1 (interaction). (5) The miRNA is mmu-miR-182-5p with sequence UUUGGCAAUGGUAGAACUCACACCG. The protein sequence of the target gene is MNLEKLSKPELLTLFSILEGELEARDLVIEALKAQHRDTFIEERYGKYNISDPLMALQRDFETLKEKNDSEKQPVCTNPLSVLKAVMKQCKNMQERMLSQLAAAESRHRKVILDLEEERQRHAQDTAEGDDVTYMLEKERERLTQQLEFEKSQVKKFEKEQKKLSSQLEEERTRHKQLSSMLVLECRKATSKAAEEGQKAGELSLKLDKEKSRASKLEEELAAERKRGLQTEAQVEKQLSEFDIEREQLRAKLNREENRTRALKEEVESLKKLVKDLEAAQQHRSTSEQGREPVTMSRGT.... Result: 0 (no interaction). (6) The miRNA is hsa-miR-6851-3p with sequence UGGCCCUUUGUACCCCUCCAG. The protein sequence of the target gene is MPQSKSRKIAILGYRSVGKSSLTIQFVEGQFVDSYDPTIENTFTKLITVNGQEYHLQLVDTAGQDEYSIFPQTYSIDINGYILVYSVTSIKSFEVIKVIHGKLLDMVGKVQIPIMLVGNKKDLHMERVISYEEGKALAESWNAAFLESSAKENQTAVDVFRRIILEAEKIDGAASQGKSSCSVM. Result: 0 (no interaction).